Dataset: Reaction yield outcomes from USPTO patents with 853,638 reactions. Task: Predict the reaction yield, written as a fraction of the theoretical maximum amount of product (1.0 means a 100% yield; for example, 0.34 means a 34% yield). (1) The reactants are [NH2:1][C@H:2]1[CH2:7][CH2:6][C@H:5]([CH2:8][NH:9][C:10]2[C:15]([N+:16]([O-:18])=[O:17])=[CH:14][N:13]=[C:12]([NH:19][CH2:20][C:21]3[CH:26]=[CH:25][CH:24]=[CH:23][C:22]=3[O:27][C:28]([F:31])([F:30])[F:29])[N:11]=2)[CH2:4][CH2:3]1.[CH2:32]([N:34]=[C:35]=[O:36])[CH3:33]. The catalyst is CN(C=O)C. The product is [CH2:32]([NH:34][C:35]([NH:1][C@H:2]1[CH2:3][CH2:4][C@H:5]([CH2:8][NH:9][C:10]2[C:15]([N+:16]([O-:18])=[O:17])=[CH:14][N:13]=[C:12]([NH:19][CH2:20][C:21]3[CH:26]=[CH:25][CH:24]=[CH:23][C:22]=3[O:27][C:28]([F:30])([F:31])[F:29])[N:11]=2)[CH2:6][CH2:7]1)=[O:36])[CH3:33]. The yield is 0.410. (2) The reactants are Br[C:2]1[N:7]=[C:6]2[N:8]([CH:12]([CH2:15][CH3:16])[CH2:13][CH3:14])[C:9]([OH:11])=[N:10][C:5]2=[N:4][CH:3]=1.[CH3:17][Si:18]([C:21]#[CH:22])([CH3:20])[CH3:19].C(N(CC)CC)C. The catalyst is CN(C=O)C.[Cu]I. The product is [CH3:14][CH2:13][CH:12]([N:8]1[C:6]2=[N:7][C:2]([C:22]#[C:21][Si:18]([CH3:20])([CH3:19])[CH3:17])=[CH:3][N:4]=[C:5]2[N:10]=[C:9]1[OH:11])[CH2:15][CH3:16]. The yield is 0.800. (3) The reactants are [CH:1]([C:3]1[CH:4]=[CH:5][C:6]([N:11]2[CH:15]=[N:14][C:13]([N+:16]([O-:18])=[O:17])=[N:12]2)=[C:7]([CH:10]=1)[C:8]#[N:9])=O.[C:19]([O-])([O-])=O.[K+].[K+]. The catalyst is O1CCOCC1.[Br-].C[P+](C1C=CC=CC=1)(C1C=CC=CC=1)C1C=CC=CC=1. The product is [N+:16]([C:13]1[N:14]=[CH:15][N:11]([C:6]2[CH:5]=[CH:4][C:3]([CH:1]=[CH2:19])=[CH:10][C:7]=2[C:8]#[N:9])[N:12]=1)([O-:18])=[O:17]. The yield is 0.700. (4) The reactants are [CH3:1][O:2][C:3]1[CH:8]=[CH:7][CH:6]=[CH:5][C:4]=1[CH2:9][C:10]([C:12]1[CH:17]=[CH:16][CH:15]=[CH:14][CH:13]=1)=O.[OH-].[K+].[CH3:20][C:21]([CH:23]=[CH2:24])=[O:22]. The catalyst is C1COCC1.CCO. The product is [CH3:1][O:2][C:3]1[CH:8]=[CH:7][CH:6]=[CH:5][C:4]=1[CH:9]1[CH2:24][CH2:23][C:21](=[O:22])[CH:20]=[C:10]1[C:12]1[CH:17]=[CH:16][CH:15]=[CH:14][CH:13]=1. The yield is 0.260. (5) The reactants are F[C:2]1[CH:3]=[CH:4][C:5]([N+:14]([O-:16])=[O:15])=[C:6]([CH2:8][C:9]([O:11][CH2:12][CH3:13])=[O:10])[CH:7]=1.[CH2:17]([O-:19])[CH3:18].[Na+].O. The catalyst is CN(C=O)C. The product is [CH2:17]([O:19][C:2]1[CH:3]=[CH:4][C:5]([N+:14]([O-:16])=[O:15])=[C:6]([CH2:8][C:9]([O:11][CH2:12][CH3:13])=[O:10])[CH:7]=1)[CH3:18]. The yield is 0.360. (6) The reactants are [BH4-].[Na+].[CH:3]([C:5]1[CH:6]=[C:7]([NH:14][C:15](=[O:21])[O:16][C:17]([CH3:20])([CH3:19])[CH3:18])[C:8]2[O:12][CH2:11][O:10][C:9]=2[CH:13]=1)=[O:4]. The catalyst is CO. The product is [OH:4][CH2:3][C:5]1[CH:6]=[C:7]([NH:14][C:15](=[O:21])[O:16][C:17]([CH3:19])([CH3:18])[CH3:20])[C:8]2[O:12][CH2:11][O:10][C:9]=2[CH:13]=1. The yield is 1.00. (7) The reactants are C(O[CH:5]([C:22]1[CH:26]=[CH:25][N:24]([C:27]2[CH:32]=[CH:31][C:30]([C:33]3[CH:38]=[CH:37][CH:36]=[CH:35][CH:34]=3)=[CH:29][CH:28]=2)[CH:23]=1)[C:6]([N:8]1[C@@H:12]([CH2:13][C:14]2[CH:19]=[CH:18][CH:17]=[CH:16][CH:15]=2)[CH2:11][O:10][C:9]1([CH3:21])[CH3:20])=[O:7])(=O)C.C([O-])=O.[NH4+].CCOC(C)=O.C(Cl)Cl. The yield is 0.430. The catalyst is [Pd].CCOC(C)=O.CCO. The product is [CH2:13]([C@H:12]1[CH2:11][O:10][C:9]([CH3:21])([CH3:20])[N:8]1[C:6](=[O:7])[CH2:5][C:22]1[CH:26]=[CH:25][N:24]([C:27]2[CH:28]=[CH:29][C:30]([C:33]3[CH:34]=[CH:35][CH:36]=[CH:37][CH:38]=3)=[CH:31][CH:32]=2)[CH:23]=1)[C:14]1[CH:19]=[CH:18][CH:17]=[CH:16][CH:15]=1. (8) The reactants are Br.[OH:2][C:3]1[CH:4]=[C:5]2[C:10](=[CH:11][C:12]=1[CH:13]=[O:14])[CH2:9][NH:8][CH2:7][CH2:6]2.Cl.[C:16](Cl)(=[O:23])[C:17]1[CH:22]=[CH:21][CH:20]=[N:19][CH:18]=1.C(N(C(C)C)C(C)C)C.[O-]S([O-])(=O)=O.[Mg+2]. The catalyst is ClCCCl. The product is [OH:2][C:3]1[CH:4]=[C:5]2[C:10](=[CH:11][C:12]=1[CH:13]=[O:14])[CH2:9][N:8]([C:16]([C:17]1[CH:18]=[N:19][CH:20]=[CH:21][CH:22]=1)=[O:23])[CH2:7][CH2:6]2. The yield is 0.700.